Dataset: Drug-target binding data from BindingDB using IC50 measurements. Task: Regression. Given a target protein amino acid sequence and a drug SMILES string, predict the binding affinity score between them. We predict pIC50 (pIC50 = -log10(IC50 in M); higher means more potent). Dataset: bindingdb_ic50. The compound is CCN(C(=O)CO)C1CN(/C(=N\C#N)Nc2cc(C(F)(F)F)ccc2OC)N=C1c1ccc(Cl)c(Cl)c1. The target protein (Q9NRG4) has sequence MRAEGLGGLERFCSPGKGRGLRALQPFQVGDLLFSCPAYAYVLTVNERGNHCEYCFTRKEGLSKCGRCKQAFYCNVECQKEDWPMHKLECSPMVVFGENWNPSETVRLTARILAKQKIHPERTPSEKLLAVKEFESHLDKLDNEKKDLIQSDIAALHHFYSKHLGFPDNDSLVVLFAQVNCNGFTIEDEELSHLGSAIFPDVALMNHSCCPNVIVTYKGTLAEVRAVQEIKPGEEVFTSYIDLLYPTEDRNDRLRDSYFFTCECQECTTKDKDKAKVEIRKLSDPPKAEAIRDMVRYARNVIEEFRRAKHYKSPSELLEICELSQEKMSSVFEDSNVYMLHMMYQAMGVCLYMQDWEGALQYGQKIIKPYSKHYPLYSLNVASMWLKLGRLYMGLEHKAAGEKALKKAIAIMEVAHGKDHPYISEIKQEIESH. The pIC50 is 7.6.